Dataset: Forward reaction prediction with 1.9M reactions from USPTO patents (1976-2016). Task: Predict the product of the given reaction. (1) Given the reactants [Cl:1][C:2]1[CH:3]=[C:4]([CH2:12]Cl)[C:5]2[O:9][C:8](=[O:10])[NH:7][C:6]=2[CH:11]=1.CO.[NH3:16], predict the reaction product. The product is: [NH2:16][CH2:12][C:4]1[C:5]2[O:9][C:8](=[O:10])[NH:7][C:6]=2[CH:11]=[C:2]([Cl:1])[CH:3]=1. (2) Given the reactants [OH:1][C:2]1[C:11]2[C:6](=[CH:7][C:8]([C:12]3[CH:13]=[C:14]([CH:18]=[CH:19][C:20]=3[CH3:21])[C:15]([OH:17])=[O:16])=[CH:9][CH:10]=2)[CH:5]=[N:4][N:3]=1.S(Cl)(Cl)=O.[CH3:26]O, predict the reaction product. The product is: [OH:1][C:2]1[C:11]2[C:6](=[CH:7][C:8]([C:12]3[CH:13]=[C:14]([CH:18]=[CH:19][C:20]=3[CH3:21])[C:15]([O:17][CH3:26])=[O:16])=[CH:9][CH:10]=2)[CH:5]=[N:4][N:3]=1. (3) Given the reactants F[C:2]1[CH:9]=[CH:8][C:7](OC)=[CH:6][C:3]=1[C:4]#[N:5].[OH2:12].[NH2:13][NH2:14].[CH2:15](O)CCC, predict the reaction product. The product is: [CH3:15][O:12][C:9]1[CH:2]=[C:3]2[C:6](=[CH:7][CH:8]=1)[NH:14][N:13]=[C:4]2[NH2:5].